Predict the product of the given reaction. From a dataset of Forward reaction prediction with 1.9M reactions from USPTO patents (1976-2016). (1) The product is: [CH3:1][O:2][C:3]([C:5]1[CH:10]=[C:9]([O:11][C:12]2[CH:17]=[CH:16][C:15]([NH:18][C:26]([O:28][CH2:29][C:30]3[CH:35]=[CH:34][CH:33]=[CH:32][CH:31]=3)=[O:27])=[CH:14][C:13]=2[F:19])[CH:8]=[CH:7][N:6]=1)=[O:4]. Given the reactants [CH3:1][O:2][C:3]([C:5]1[CH:10]=[C:9]([O:11][C:12]2[CH:17]=[CH:16][C:15]([NH2:18])=[CH:14][C:13]=2[F:19])[CH:8]=[CH:7][N:6]=1)=[O:4].C(=O)([O-])O.[Na+].Cl[C:26]([O:28][CH2:29][C:30]1[CH:35]=[CH:34][CH:33]=[CH:32][CH:31]=1)=[O:27], predict the reaction product. (2) Given the reactants Cl.Cl.Cl.Cl.[N:5]1[CH:10]=[CH:9][CH:8]=[CH:7][C:6]=1[CH2:11][C@H:12]([C:14]([N:16]1[CH2:21][CH2:20][N:19]([CH:22]2[CH2:27][CH2:26][N:25]([CH3:28])[CH2:24][CH2:23]2)[CH2:18][CH2:17]1)=[O:15])[NH2:13].[Cl:29][C:30]1[CH:31]=[C:32]2[C:36](=[CH:37][CH:38]=1)[NH:35][C:34]([C:39](O)=[O:40])=[CH:33]2, predict the reaction product. The product is: [Cl:29][C:30]1[CH:31]=[C:32]2[C:36](=[CH:37][CH:38]=1)[NH:35][C:34]([C:39]([NH:13][C@@H:12]([C:14]([N:16]1[CH2:17][CH2:18][N:19]([CH:22]3[CH2:27][CH2:26][N:25]([CH3:28])[CH2:24][CH2:23]3)[CH2:20][CH2:21]1)=[O:15])[CH2:11][C:6]1[CH:7]=[CH:8][CH:9]=[CH:10][N:5]=1)=[O:40])=[CH:33]2. (3) Given the reactants Br[C:2]1[N:6]([CH3:7])[C:5]([N:8]2[CH2:13][CH2:12][O:11][CH2:10][CH2:9]2)=[N:4][CH:3]=1.Cl[C:15]1[CH:20]=CC(C#C)=CN=1, predict the reaction product. The product is: [C:15]([C:2]1[N:6]([CH3:7])[C:5]([N:8]2[CH2:13][CH2:12][O:11][CH2:10][CH2:9]2)=[N:4][CH:3]=1)#[CH:20]. (4) Given the reactants [Cl:1][C:2]1[CH:7]=[C:6](Cl)[N:5]=[C:4]([S:9][CH2:10][C:11]2[CH:16]=[CH:15][CH:14]=[C:13]([F:17])[C:12]=2[F:18])[N:3]=1.[CH3:19][S-:20].[Na+].[Cl-].[NH4+], predict the reaction product. The product is: [Cl:1][C:2]1[CH:7]=[C:6]([S:20][CH3:19])[N:5]=[C:4]([S:9][CH2:10][C:11]2[CH:16]=[CH:15][CH:14]=[C:13]([F:17])[C:12]=2[F:18])[N:3]=1.